This data is from Plasma protein binding rate (PPBR) regression data from AstraZeneca. The task is: Regression/Classification. Given a drug SMILES string, predict its absorption, distribution, metabolism, or excretion properties. Task type varies by dataset: regression for continuous measurements (e.g., permeability, clearance, half-life) or binary classification for categorical outcomes (e.g., BBB penetration, CYP inhibition). For this dataset (ppbr_az), we predict Y. The compound is COc1cnc(-c2ccccn2)nc1N(C)C. The Y is 83.7 %.